From a dataset of M1 muscarinic receptor antagonist screen with 61,756 compounds. Binary Classification. Given a drug SMILES string, predict its activity (active/inactive) in a high-throughput screening assay against a specified biological target. (1) The compound is O(C(=O)C=1C(C(=C(NC1C)C)C(OC)=O)c1ccc(N(CC)CC)cc1)C. The result is 1 (active). (2) The molecule is Clc1cc(N2CCN(CC2)C(=O)c2c(OC)cccc2)ccc1. The result is 0 (inactive). (3) The compound is Fc1c(CN2CCCN(C2)C(=O)Cn2ncc3c2c2c(OC3)ccc(c2)C)cccc1. The result is 0 (inactive). (4) The compound is s\1c2n(nc(n2)c2c(OC)cccc2)c(=O)c1=C/c1sccc1. The result is 0 (inactive). (5) The molecule is O=C1N(CCC1)CCCNC(=O)CCCCCn1c(=O)c2c([nH]c1=O)cc(OC)c(OC)c2. The result is 0 (inactive). (6) The molecule is s1cc(CCNC(=O)c2n(c3c(c2)c(=O)n(c2c3cccc2)C)C)cc1. The result is 0 (inactive). (7) The compound is O=C(N1CCN(CC1)C(c1ccccc1)c1ccccc1)CC1N(C(=O)N(C1=O)C)C. The result is 0 (inactive). (8) The molecule is FC(F)(F)c1cc(N2CCN(CC2)CC(O)c2c3c([nH]c2)cccc3)ccc1. The result is 0 (inactive).